From a dataset of Full USPTO retrosynthesis dataset with 1.9M reactions from patents (1976-2016). Predict the reactants needed to synthesize the given product. (1) Given the product [CH2:35]([N:34]([CH2:37][CH3:38])[C:30]1[CH:31]=[CH:32][C:33]2[C:20]3([C:15]4[C:14](=[CH:19][CH:18]=[CH:17][CH:16]=4)[C:12](=[O:13])[N:11]3[C:8](=[NH:9])[NH2:10])[C:21]3[C:26]([O:27][C:28]=2[CH:29]=1)=[CH:25][C:24]([N:39]([CH2:42][CH3:43])[CH2:40][CH3:41])=[CH:23][CH:22]=3)[CH3:36], predict the reactants needed to synthesize it. The reactants are: FC(F)(F)C([O-])=O.[C:8]([NH:11][C:12]([C:14]1[CH:19]=[CH:18][CH:17]=[CH:16][C:15]=1[C:20]1[C:21]2[C:26]([O:27][C:28]3[C:33]=1[CH:32]=[CH:31][C:30](=[N+:34]([CH2:37][CH3:38])[CH2:35][CH3:36])[CH:29]=3)=[CH:25][C:24]([N:39]([CH2:42][CH3:43])[CH2:40][CH3:41])=[CH:23][CH:22]=2)=[O:13])(=[NH:10])[NH2:9]. (2) Given the product [Br:17][C:18]1[CH:19]=[CH:20][C:21]([N:26]2[CH2:30][CH2:29][CH:28]([CH3:31])[CH2:27]2)=[C:22](/[CH:23]=[CH:11]/[C:12]([O:14][CH2:15][CH3:16])=[O:13])[CH:25]=1, predict the reactants needed to synthesize it. The reactants are: [H-].[Na+].C(OP([CH2:11][C:12]([O:14][CH2:15][CH3:16])=[O:13])(OCC)=O)C.[Br:17][C:18]1[CH:19]=[CH:20][C:21]([N:26]2[CH2:30][CH2:29][CH:28]([CH3:31])[CH2:27]2)=[C:22]([CH:25]=1)[CH:23]=O.O. (3) Given the product [NH:28]1[C:29]2[CH:34]=[C:33]([N:35]3[CH:39]([C:40]4[CH:45]=[CH:44][CH:43]=[C:42]([Cl:46])[C:41]=4[Cl:47])[C:38]([CH3:48])=[C:37]([O:49][CH3:3])[C:36]3=[O:50])[CH:32]=[CH:31][C:30]=2[N:26]=[CH:27]1, predict the reactants needed to synthesize it. The reactants are: [OH-].[K+].[CH3:3]C1C=CC(S(N(N=O)C)(=O)=O)=CC=1.C(O)CO.CCOCC.[NH:26]1[C:30]2[CH:31]=[CH:32][C:33]([N:35]3[CH:39]([C:40]4[CH:45]=[CH:44][CH:43]=[C:42]([Cl:46])[C:41]=4[Cl:47])[C:38]([CH3:48])=[C:37]([OH:49])[C:36]3=[O:50])=[CH:34][C:29]=2[N:28]=[CH:27]1. (4) The reactants are: C([Li])CCC.Br[C:7]1[C:16]2[C:11](=[CH:12][CH:13]=[CH:14][CH:15]=2)[CH:10]=[CH:9][C:8]=1[O:17][Si:18]([CH:25]([CH3:27])[CH3:26])([CH:22]([CH3:24])[CH3:23])[CH:19]([CH3:21])[CH3:20].[CH2:28]1[O:30][CH2:29]1.B(F)(F)F.CCOCC. Given the product [CH:19]([Si:18]([CH:25]([CH3:27])[CH3:26])([CH:22]([CH3:24])[CH3:23])[O:17][C:8]1[CH:9]=[CH:10][C:11]2[C:16](=[CH:15][CH:14]=[CH:13][CH:12]=2)[C:7]=1[CH2:28][CH2:29][OH:30])([CH3:21])[CH3:20], predict the reactants needed to synthesize it. (5) Given the product [F:1][C:2]1[CH:3]=[C:4]([C:8]2([C:18]3[CH:23]=[CH:22][CH:21]=[C:20]([F:24])[CH:19]=3)[CH:12]3[CH2:13][N:14]([C:34]([NH:33][CH2:32][C:29]4[CH:30]=[CH:31][C:26]([F:25])=[CH:27][CH:28]=4)=[O:35])[CH2:15][CH2:16][N:11]3[C:10](=[O:17])[O:9]2)[CH:5]=[CH:6][CH:7]=1, predict the reactants needed to synthesize it. The reactants are: [F:1][C:2]1[CH:3]=[C:4]([C:8]2([C:18]3[CH:23]=[CH:22][CH:21]=[C:20]([F:24])[CH:19]=3)[CH:12]3[CH2:13][NH:14][CH2:15][CH2:16][N:11]3[C:10](=[O:17])[O:9]2)[CH:5]=[CH:6][CH:7]=1.[F:25][C:26]1[CH:31]=[CH:30][C:29]([CH2:32][N:33]=[C:34]=[O:35])=[CH:28][CH:27]=1. (6) The reactants are: [C:1](#[N:13])[CH2:2][CH2:3]/[CH:4]=[CH:5]\[CH2:6][CH2:7][CH2:8]/[CH:9]=[CH:10]\[CH2:11][CH3:12].C1(C)C=CC(S(O)=O)=CC=1. Given the product [C:1](#[N:13])[CH2:2][CH2:3][CH:4]=[CH:5][CH2:6][CH2:7][CH2:8][CH:9]=[CH:10][CH2:11][CH3:12], predict the reactants needed to synthesize it.